Dataset: Forward reaction prediction with 1.9M reactions from USPTO patents (1976-2016). Task: Predict the product of the given reaction. (1) Given the reactants [F:1][C:2]([F:7])([F:6])[C:3]([OH:5])=[O:4].FC(F)(F)C(O)=O.[Cl:15][C:16]1[CH:17]=[N:18][C:19]2[NH:20][C:21]3[CH:22]=[CH:23][CH:24]=[C:25]([CH:46]=3)[CH2:26][CH2:27][C:28]3[CH:36]=[C:32]([NH:33][C:34]=1[N:35]=2)[CH:31]=[CH:30][C:29]=3[NH:37][C:38]([CH:40]1[CH2:45][CH2:44][NH:43][CH2:42][CH2:41]1)=[O:39].[O:47]1[CH:51]=[CH:50][CH:49]=[C:48]1[C:52](Cl)=[O:53], predict the reaction product. The product is: [F:1][C:2]([F:7])([F:6])[C:3]([OH:5])=[O:4].[Cl:15][C:16]1[CH:17]=[N:18][C:19]2[NH:20][C:21]3[CH:22]=[CH:23][CH:24]=[C:25]([CH:46]=3)[CH2:26][CH2:27][C:28]3[CH:36]=[C:32]([NH:33][C:34]=1[N:35]=2)[CH:31]=[CH:30][C:29]=3[NH:37][C:38]([CH:40]1[CH2:45][CH2:44][N:43]([C:52]([C:48]2[O:47][CH:51]=[CH:50][CH:49]=2)=[O:53])[CH2:42][CH2:41]1)=[O:39]. (2) The product is: [NH2:36][C:15]1[N:16]=[C:17]([N:19]2[CH:28]([CH3:29])[CH2:27][C:26]3[C:21](=[CH:22][C:23]([CH:30]4[CH2:31][CH2:32][N:33]([C:39]([NH:38][CH3:37])=[O:40])[CH2:34][CH2:35]4)=[CH:24][CH:25]=3)[CH2:20]2)[CH:18]=[C:13]([N:10]2[CH2:11][CH2:12][N:7]([CH3:6])[CH2:8][CH2:9]2)[N:14]=1. Given the reactants Cl.Cl.Cl.Cl.Cl.[CH3:6][N:7]1[CH2:12][CH2:11][N:10]([C:13]2[CH:18]=[C:17]([N:19]3[CH:28]([CH3:29])[CH2:27][C:26]4[C:21](=[CH:22][C:23]([CH:30]5[CH2:35][CH2:34][NH:33][CH2:32][CH2:31]5)=[CH:24][CH:25]=4)[CH2:20]3)[N:16]=[C:15]([NH2:36])[N:14]=2)[CH2:9][CH2:8]1.[CH3:37][N:38]=[C:39]=[O:40], predict the reaction product. (3) Given the reactants C[O:2][C:3](=[O:31])[CH2:4][C:5]1[C:13]2[C:8](=[CH:9][CH:10]=[CH:11][CH:12]=2)[NH:7][C:6]=1[C:14]1[CH:19]=[CH:18][C:17]([Cl:20])=[C:16]([S:21](=[O:30])(=[O:29])[NH:22][CH:23]2[CH2:28][CH2:27][CH2:26][CH2:25][CH2:24]2)[CH:15]=1.O.[OH-].[Li+].CCOC(C)=O, predict the reaction product. The product is: [Cl:20][C:17]1[CH:18]=[CH:19][C:14]([C:6]2[NH:7][C:8]3[C:13]([C:5]=2[CH2:4][C:3]([OH:31])=[O:2])=[CH:12][CH:11]=[CH:10][CH:9]=3)=[CH:15][C:16]=1[S:21](=[O:30])(=[O:29])[NH:22][CH:23]1[CH2:28][CH2:27][CH2:26][CH2:25][CH2:24]1. (4) Given the reactants C([O:8][C:9](=[O:41])[CH2:10][C@@H:11]([N:24]1[CH:28]=[CH:27][C:26]([C:29]2[CH:34]=[CH:33][C:32]([C:35]3[CH:40]=[CH:39][N:38]=[CH:37][CH:36]=3)=[CH:31][CH:30]=2)=[CH:25]1)[C:12]([NH:14][C@H:15]([C:20](=[O:23])[NH:21][CH3:22])[C:16]([CH3:19])([CH3:18])[CH3:17])=[O:13])C1C=CC=CC=1, predict the reaction product. The product is: [CH3:17][C:16]([CH3:19])([CH3:18])[C@H:15]([NH:14][C:12](=[O:13])[C@H:11]([N:24]1[CH:28]=[CH:27][C:26]([C:29]2[CH:30]=[CH:31][C:32]([C:35]3[CH:40]=[CH:39][N:38]=[CH:37][CH:36]=3)=[CH:33][CH:34]=2)=[CH:25]1)[CH2:10][C:9]([OH:41])=[O:8])[C:20](=[O:23])[NH:21][CH3:22]. (5) Given the reactants [O:1]=[C:2]1[C:11]2[C:6](=[CH:7][CH:8]=[C:9]([C:12](O)=O)[CH:10]=2)[NH:5][C:4]([C:15]2[CH:20]=[CH:19][CH:18]=[CH:17][CH:16]=2)=[CH:3]1.CN(C(ON1N=NC2C=CC=NC1=2)=[N+](C)C)C.F[P-](F)(F)(F)(F)F.C(N(C(C)C)CC)(C)C.[CH2:54]([O:56][C:57](=[O:72])[C:58]1[CH:63]=[CH:62][C:61]([NH:64][CH:65]2[CH2:70][CH2:69][CH2:68][CH2:67][CH2:66]2)=[C:60]([NH2:71])[CH:59]=1)[CH3:55], predict the reaction product. The product is: [CH2:54]([O:56][C:57]([C:58]1[CH:63]=[CH:62][C:61]2[N:64]([CH:65]3[CH2:66][CH2:67][CH2:68][CH2:69][CH2:70]3)[C:12]([C:9]3[CH:10]=[C:11]4[C:6](=[CH:7][CH:8]=3)[NH:5][C:4]([C:15]3[CH:16]=[CH:17][CH:18]=[CH:19][CH:20]=3)=[CH:3][C:2]4=[O:1])=[N:71][C:60]=2[CH:59]=1)=[O:72])[CH3:55]. (6) Given the reactants Br[C:2]1[C:3]([O:9][CH3:10])=[N:4][CH:5]=[C:6]([F:8])[CH:7]=1.[CH3:11][C:12]1([CH3:28])[C:16]([CH3:18])([CH3:17])[O:15][B:14]([B:14]2[O:15][C:16]([CH3:18])([CH3:17])[C:12]([CH3:28])([CH3:11])[O:13]2)[O:13]1.C([O-])(=O)C.[K+], predict the reaction product. The product is: [F:8][C:6]1[CH:7]=[C:2]([B:14]2[O:15][C:16]([CH3:18])([CH3:17])[C:12]([CH3:28])([CH3:11])[O:13]2)[C:3]([O:9][CH3:10])=[N:4][CH:5]=1. (7) Given the reactants Br[C:2]1[CH:3]=[C:4]([NH:8][S:9]([C:12]2[CH:17]=[CH:16][C:15]([OH:18])=[C:14]([CH3:19])[CH:13]=2)(=[O:11])=[O:10])[CH:5]=[CH:6][CH:7]=1.[B:20]1([B:20]2[O:24][C:23]([CH3:26])([CH3:25])[C:22]([CH3:28])([CH3:27])[O:21]2)[O:24][C:23]([CH3:26])([CH3:25])[C:22]([CH3:28])([CH3:27])[O:21]1.C([O-])(=O)C.[K+], predict the reaction product. The product is: [OH:18][C:15]1[CH:16]=[CH:17][C:12]([S:9]([NH:8][C:4]2[CH:5]=[CH:6][CH:7]=[C:2]([B:20]3[O:24][C:23]([CH3:26])([CH3:25])[C:22]([CH3:28])([CH3:27])[O:21]3)[CH:3]=2)(=[O:11])=[O:10])=[CH:13][C:14]=1[CH3:19]. (8) Given the reactants [Br:1][C:2]1[CH:7]=[C:6]([C:8]([C:10]2[CH:17]=[CH:16][CH:15]=[C:14]([F:18])[C:11]=2[C:12]#[N:13])=O)[CH:5]=[CH:4][N:3]=1.[CH3:19][C:20]([S:23]([NH2:25])=[O:24])([CH3:22])[CH3:21].CO, predict the reaction product. The product is: [Br:1][C:2]1[CH:7]=[C:6]([C:8]([C:10]2[CH:17]=[CH:16][CH:15]=[C:14]([F:18])[C:11]=2[C:12]#[N:13])=[N:25][S:23]([C:20]([CH3:22])([CH3:21])[CH3:19])=[O:24])[CH:5]=[CH:4][N:3]=1. (9) Given the reactants [CH2:1]([C:3]1[N:11]=[C:10]([O:12][CH3:13])[C:9]([NH:14][C:15]([N:17]2[CH2:22][CH2:21][N:20]([C:23]3[CH:28]=[C:27]([O:29][CH3:30])[CH:26]=[C:25]([O:31][CH3:32])[CH:24]=3)[CH2:19][CH2:18]2)=[O:16])=[CH:8][C:4]=1[C:5](O)=[O:6])[CH3:2].[CH:33]1[C:46]2[C:37](=[N:38][C:39]3[C:44]([C:45]=2[NH:47][C:48]2[CH:49]=[C:50]([CH2:55][OH:56])[CH:51]=[C:52]([NH2:54])[CH:53]=2)=[CH:43][CH:42]=[CH:41][CH:40]=3)[CH:36]=[CH:35][CH:34]=1, predict the reaction product. The product is: [CH:33]1[C:46]2[C:37](=[N:38][C:39]3[C:44]([C:45]=2[NH:47][C:48]2[CH:53]=[C:52]([NH:54][C:5]([C:4]4[CH:8]=[C:9]([NH:14][C:15]([N:17]5[CH2:18][CH2:19][N:20]([C:23]6[CH:28]=[C:27]([O:29][CH3:30])[CH:26]=[C:25]([O:31][CH3:32])[CH:24]=6)[CH2:21][CH2:22]5)=[O:16])[C:10]([O:12][CH3:13])=[N:11][C:3]=4[CH2:1][CH3:2])=[O:6])[CH:51]=[C:50]([CH2:55][OH:56])[CH:49]=2)=[CH:43][CH:42]=[CH:41][CH:40]=3)[CH:36]=[CH:35][CH:34]=1.